Dataset: Peptide-MHC class II binding affinity with 134,281 pairs from IEDB. Task: Regression. Given a peptide amino acid sequence and an MHC pseudo amino acid sequence, predict their binding affinity value. This is MHC class II binding data. (1) The peptide sequence is ATTNAHCALLDCIMF. The MHC is DRB1_0101 with pseudo-sequence DRB1_0101. The binding affinity (normalized) is 0.186. (2) The peptide sequence is APQIPPNWHIPSIQDAATPYHPPATPNNMGL. The MHC is DRB1_0401 with pseudo-sequence DRB1_0401. The binding affinity (normalized) is 0.409. (3) The peptide sequence is LEDESQIDVGELTDF. The MHC is DRB1_0101 with pseudo-sequence DRB1_0101. The binding affinity (normalized) is 0.0113. (4) The peptide sequence is GEMLLRTAIGQVSRP. The MHC is DRB1_1101 with pseudo-sequence DRB1_1101. The binding affinity (normalized) is 0.777.